Dataset: Catalyst prediction with 721,799 reactions and 888 catalyst types from USPTO. Task: Predict which catalyst facilitates the given reaction. (1) Reactant: [Cl:1][C:2]1[CH:11]=[C:10]([Cl:12])[C:9](B2OC(C)(C)C(C)(C)O2)=[CH:8][C:3]=1[C:4]([O:6][CH3:7])=[O:5].Br[C:23]1[CH:28]=[CH:27][CH:26]=[CH:25][N:24]=1.C(=O)([O-])[O-].[K+].[K+]. Product: [Cl:1][C:2]1[CH:11]=[C:10]([Cl:12])[C:9]([C:23]2[CH:28]=[CH:27][CH:26]=[CH:25][N:24]=2)=[CH:8][C:3]=1[C:4]([O:6][CH3:7])=[O:5]. The catalyst class is: 70. (2) Reactant: C([O:3][C:4](=[O:19])[C:5]([CH3:18])([S:7]([CH2:10][CH2:11][CH:12]1[CH2:17][CH2:16][O:15][CH2:14][CH2:13]1)(=[O:9])=[O:8])[CH3:6])C.C[Si](C)(C)[O-].[K+]. Product: [CH3:18][C:5]([S:7]([CH2:10][CH2:11][CH:12]1[CH2:13][CH2:14][O:15][CH2:16][CH2:17]1)(=[O:9])=[O:8])([CH3:6])[C:4]([OH:19])=[O:3]. The catalyst class is: 1. (3) Reactant: [CH3:1][N:2]([CH2:4][CH2:5][C:6]1[C:10]2[CH:11]=[C:12]([CH2:15][S:16]([N:19]3[CH2:23][CH2:22][CH2:21][CH2:20]3)(=[O:18])=[O:17])[CH:13]=[CH:14][C:9]=2[NH:8][CH:7]=1)[CH3:3].[C:24]([OH:32])(=[O:31])[CH:25]([CH2:27][C:28]([OH:30])=[O:29])[OH:26]. Product: [CH3:1][N:2]([CH2:4][CH2:5][C:6]1[C:10]2[CH:11]=[C:12]([CH2:15][S:16]([N:19]3[CH2:23][CH2:22][CH2:21][CH2:20]3)(=[O:18])=[O:17])[CH:13]=[CH:14][C:9]=2[NH:8][CH:7]=1)[CH3:3].[CH2:27]([C:28]([OH:30])=[O:29])[CH:25]([OH:26])[C:24]([OH:32])=[O:31]. The catalyst class is: 5. (4) Reactant: [S:1]1[CH:5]=[CH:4][N:3]=[CH:2]1.C([Li])CCC.[Cl:11][C:12]1[C:17]([Cl:18])=[CH:16][CH:15]=[CH:14][C:13]=1[S:19]([N:22]([CH2:39][O:40][CH2:41][CH2:42][Si:43]([CH3:46])([CH3:45])[CH3:44])[C:23]1[N:24]=[CH:25][C:26]([S:31][CH2:32][C:33](N(OC)C)=[O:34])=[N:27][C:28]=1[O:29][CH3:30])(=[O:21])=[O:20].Cl. Product: [Cl:11][C:12]1[C:17]([Cl:18])=[CH:16][CH:15]=[CH:14][C:13]=1[S:19]([N:22]([C:23]1[C:28]([O:29][CH3:30])=[N:27][C:26]([S:31][CH2:32][C:33](=[O:34])[C:2]2[S:1][CH:5]=[CH:4][N:3]=2)=[CH:25][N:24]=1)[CH2:39][O:40][CH2:41][CH2:42][Si:43]([CH3:44])([CH3:46])[CH3:45])(=[O:20])=[O:21]. The catalyst class is: 1.